Dataset: Reaction yield outcomes from USPTO patents with 853,638 reactions. Task: Predict the reaction yield, written as a fraction of the theoretical maximum amount of product (1.0 means a 100% yield; for example, 0.34 means a 34% yield). (1) The reactants are [N+:1]([C:4]1[C:5]([NH:14][CH2:15][CH2:16][CH2:17][C:18]2[CH:23]=[CH:22][CH:21]=[CH:20][CH:19]=2)=[CH:6][C:7]2[O:12][CH2:11][CH2:10][O:9][C:8]=2[CH:13]=1)([O-])=O.[H][H]. The catalyst is [Ni].C(O)C. The product is [C:18]1([CH2:17][CH2:16][CH2:15][NH:14][C:5]2[C:4]([NH2:1])=[CH:13][C:8]3[O:9][CH2:10][CH2:11][O:12][C:7]=3[CH:6]=2)[CH:23]=[CH:22][CH:21]=[CH:20][CH:19]=1. The yield is 0.960. (2) The reactants are [Br:1][C:2]1[CH:3]=[C:4]([C:9](=[O:11])[CH3:10])[CH:5]=[CH:6][C:7]=1[F:8].[H-].[Na+].[C:14](O[C:14](=[O:21])[C:15]1[CH:20]=[CH:19][CH:18]=[CH:17][CH:16]=1)(=[O:21])[C:15]1[CH:20]=[CH:19][CH:18]=[CH:17][CH:16]=1. The catalyst is O1CCCC1. The product is [Br:1][C:2]1[CH:3]=[C:4]([C:9](=[O:11])[CH2:10][C:14]([C:15]2[CH:20]=[CH:19][CH:18]=[CH:17][CH:16]=2)=[O:21])[CH:5]=[CH:6][C:7]=1[F:8]. The yield is 0.240. (3) The reactants are C([Si](C)(C)[O:6][C@@H:7]1[C@@:11]([CH:31]([NH:40][CH2:41][C:42]2[CH:47]=[CH:46][CH:45]=[CH:44][CH:43]=2)[NH:32][CH2:33][C:34]2[CH:39]=[CH:38][CH:37]=[CH:36][CH:35]=2)([CH2:12][O:13][Si](C(C)(C)C)(C2C=CC=CC=2)C2C=CC=CC=2)[O:10][C@@H:9]([N:48]2[CH:56]=[C:54]([CH3:55])[C:52](=[O:53])[NH:51][C:49]2=[O:50])[CH2:8]1)(C)(C)C.[F-].C([N+](CCCC)(CCCC)CCCC)CCC.CO. The yield is 1.00. The catalyst is O1CCCC1. The product is [C:34]1([CH2:33][NH:32][CH:31]([C@:11]2([CH2:12][OH:13])[O:10][C@@H:9]([N:48]3[CH:56]=[C:54]([CH3:55])[C:52](=[O:53])[NH:51][C:49]3=[O:50])[CH2:8][C@@H:7]2[OH:6])[NH:40][CH2:41][C:42]2[CH:43]=[CH:44][CH:45]=[CH:46][CH:47]=2)[CH:39]=[CH:38][CH:37]=[CH:36][CH:35]=1. (4) The reactants are CS(C)=O.C(Cl)(=O)C(Cl)=O.C(=O)=O.CC(C)=O.[OH:18][CH2:19][C@@H:20]1[CH2:24][C:23]([CH3:25])=[CH:22][N:21]1[C:26]([C:28]1[CH:33]=[C:32]([O:34][CH3:35])[C:31]([O:36][Si:37]([CH:44]([CH3:46])[CH3:45])([CH:41]([CH3:43])[CH3:42])[CH:38]([CH3:40])[CH3:39])=[CH:30][C:29]=1[NH:47][C:48]([O:50][CH2:51][C:52]1[CH:57]=[CH:56][C:55]([NH:58][NH:59][CH:60]([CH3:76])[C:61]([NH:63][CH:64]([CH:73]([CH3:75])[CH3:74])[C:65](=[O:72])[C:66]([O:68][CH2:69][CH:70]=[CH2:71])=[O:67])=[O:62])=[CH:54][CH:53]=1)=[O:49])=[O:27].C(N(CC)CC)C. The catalyst is ClCCl. The product is [OH:18][C@@H:19]1[N:47]([C:48]([O:50][CH2:51][C:52]2[CH:53]=[CH:54][C:55]([NH:58][NH:59][CH:60]([CH3:76])[C:61]([NH:63][CH:64]([CH:73]([CH3:75])[CH3:74])[C:65](=[O:72])[C:66]([O:68][CH2:69][CH:70]=[CH2:71])=[O:67])=[O:62])=[CH:56][CH:57]=2)=[O:49])[C:29]2[CH:30]=[C:31]([O:36][Si:37]([CH:41]([CH3:42])[CH3:43])([CH:44]([CH3:45])[CH3:46])[CH:38]([CH3:40])[CH3:39])[C:32]([O:34][CH3:35])=[CH:33][C:28]=2[C:26](=[O:27])[N:21]2[CH:22]=[C:23]([CH3:25])[CH2:24][C@@H:20]12. The yield is 0.600. (5) The reactants are Cl[C:2]1[CH:11]=[CH:10][C:9]2[C:4](=[C:5]([C:12]3[NH:20][C:19]4[CH2:18][CH2:17][NH:16][C:15](=[O:21])[C:14]=4[CH:13]=3)[CH:6]=[CH:7][CH:8]=2)[N:3]=1.[F:22][C:23]1[CH:28]=[CH:27][CH:26]=[C:25]([F:29])[C:24]=1[OH:30]. No catalyst specified. The product is [F:22][C:23]1[CH:28]=[CH:27][CH:26]=[C:25]([F:29])[C:24]=1[O:30][C:2]1[CH:11]=[CH:10][C:9]2[C:4](=[C:5]([C:12]3[NH:20][C:19]4[CH2:18][CH2:17][NH:16][C:15](=[O:21])[C:14]=4[CH:13]=3)[CH:6]=[CH:7][CH:8]=2)[N:3]=1. The yield is 0.540. (6) The product is [CH3:25][C:9]1[CH:10]=[C:11]([C:15]([F:24])([C:20]([F:21])([F:22])[F:23])[C:16]([F:18])([F:19])[F:17])[CH:12]=[C:13]([CH3:14])[C:8]=1[NH:7][C:5](=[O:6])[C:4]1[CH:26]=[C:27]([F:30])[C:28]([F:29])=[C:2]([N+:1]([O-:35])=[O:41])[C:3]=1[F:31]. The reactants are [NH2:1][C:2]1[C:3]([F:31])=[C:4]([CH:26]=[C:27]([F:30])[C:28]=1[F:29])[C:5]([NH:7][C:8]1[C:13]([CH3:14])=[CH:12][C:11]([C:15]([F:24])([C:20]([F:23])([F:22])[F:21])[C:16]([F:19])([F:18])[F:17])=[CH:10][C:9]=1[CH3:25])=[O:6].FC(F)(F)C(O)=[O:35].OO.[OH2:41]. The yield is 0.685. The catalyst is C(Cl)(Cl)Cl. (7) The reactants are Br[C:2](P(=O)(OCC)OCC)([F:4])[F:3].[OH:13][C:14]1[CH:19]=[CH:18][C:17]([N:20]2[CH2:25][CH2:24][N:23]([C:26]([C:28]3[CH:33]=[CH:32][CH:31]=[CH:30][CH:29]=3)=[O:27])[CH2:22][CH2:21]2)=[CH:16][C:15]=1[N+:34]([O-:36])=[O:35].[OH-].[K+]. The catalyst is CC#N.O.CCOCC. The product is [F:3][CH:2]([F:4])[O:13][C:14]1[CH:19]=[CH:18][C:17]([N:20]2[CH2:21][CH2:22][N:23]([C:26]([C:28]3[CH:33]=[CH:32][CH:31]=[CH:30][CH:29]=3)=[O:27])[CH2:24][CH2:25]2)=[CH:16][C:15]=1[N+:34]([O-:36])=[O:35]. The yield is 0.840. (8) The reactants are [NH2:1][C:2]1[C:11]([CH3:12])=[CH:10][CH:9]=[CH:8][C:3]=1[C:4]([O:6][CH3:7])=[O:5].C(OC(=O)C)(=O)C.C([O-])(=O)C.[K+].[N:25](OCCC(C)C)=O.Cl. The catalyst is C(Cl)(Cl)Cl.CO. The product is [NH:1]1[C:2]2[C:11](=[CH:10][CH:9]=[CH:8][C:3]=2[C:4]([O:6][CH3:7])=[O:5])[CH:12]=[N:25]1. The yield is 0.880.